From a dataset of Full USPTO retrosynthesis dataset with 1.9M reactions from patents (1976-2016). Predict the reactants needed to synthesize the given product. (1) Given the product [CH3:24][O:25][C:26](=[O:65])[CH2:27][C:28]1[CH:29]=[N:30][CH:31]=[C:32]([C:34]2[CH:39]=[CH:38][C:37]([C:40]([CH2:41][CH3:42])([C:43]3[CH:48]=[CH:47][C:46]([C:49]#[C:50][C:51]4([OH:56])[CH2:52][CH2:53][CH2:54][CH2:55]4)=[C:45]([CH3:61])[CH:44]=3)[CH2:62][CH3:63])=[CH:36][C:35]=2[CH3:64])[CH:33]=1, predict the reactants needed to synthesize it. The reactants are: [F-].C([N+](CCCC)(CCCC)CCCC)CCC.O1CCCC1.[CH3:24][O:25][C:26](=[O:65])[CH2:27][C:28]1[CH:29]=[N:30][CH:31]=[C:32]([C:34]2[CH:39]=[CH:38][C:37]([C:40]([CH2:62][CH3:63])([C:43]3[CH:48]=[CH:47][C:46]([C:49]#[C:50][C:51]4([O:56][Si](C)(C)C)[CH2:55][CH2:54][CH2:53][CH2:52]4)=[C:45]([CH3:61])[CH:44]=3)[CH2:41][CH3:42])=[CH:36][C:35]=2[CH3:64])[CH:33]=1. (2) Given the product [CH3:20][C@@H:19]1[CH2:18][CH2:17][CH2:16][N:15]([C:21]([C:23]2[CH:28]=[C:27]([CH3:29])[CH:26]=[CH:25][C:24]=2[N:30]2[N:31]=[CH:32][CH:33]=[N:34]2)=[O:22])[C@@H:14]1[CH2:13][NH:12][C:6]1[N:5]=[CH:4][C:3]2[C:8](=[CH:9][CH:10]=[CH:11][CH:2]=2)[N:7]=1, predict the reactants needed to synthesize it. The reactants are: Br[C:2]1[CH:11]=[CH:10][CH:9]=[C:8]2[C:3]=1[CH:4]=[N:5][C:6]([NH:12][CH2:13][C@@H:14]1[C@H:19]([CH3:20])[CH2:18][CH2:17][CH2:16][N:15]1[C:21]([C:23]1[CH:28]=[C:27]([CH3:29])[CH:26]=[CH:25][C:24]=1[N:30]1[N:34]=[CH:33][CH:32]=[N:31]1)=[O:22])=[N:7]2.C([O-])=O.[NH4+]. (3) The reactants are: Br[C:2]1[N:7]=[C:6]([NH:8][CH:9]2[CH2:14][CH2:13][CH2:12][N:11]([C:15]([O:17][C:18]([CH3:21])([CH3:20])[CH3:19])=[O:16])[CH2:10]2)[C:5]([NH:22][CH3:23])=[N:4][CH:3]=1.[N:24]1[CH:29]=[CH:28][C:27](B(O)O)=[CH:26][CH:25]=1. Given the product [CH3:23][NH:22][C:5]1[C:6]([NH:8][CH:9]2[CH2:14][CH2:13][CH2:12][N:11]([C:15]([O:17][C:18]([CH3:21])([CH3:20])[CH3:19])=[O:16])[CH2:10]2)=[N:7][C:2]([C:27]2[CH:28]=[CH:29][N:24]=[CH:25][CH:26]=2)=[CH:3][N:4]=1, predict the reactants needed to synthesize it. (4) The reactants are: [C:1]([N:8]1[CH2:13][CH2:12][C:11]([C:16]2[CH:21]=[CH:20][C:19]([F:22])=[CH:18][CH:17]=2)([C:14]#[N:15])[CH2:10][CH2:9]1)([O:3][C:4]([CH3:7])([CH3:6])[CH3:5])=[O:2].[OH-].[NH4+]. Given the product [C:1]([N:8]1[CH2:9][CH2:10][C:11]([CH2:14][NH2:15])([C:16]2[CH:17]=[CH:18][C:19]([F:22])=[CH:20][CH:21]=2)[CH2:12][CH2:13]1)([O:3][C:4]([CH3:7])([CH3:6])[CH3:5])=[O:2], predict the reactants needed to synthesize it. (5) Given the product [Cl:22][C:3]1[N:2]([CH3:1])[C:7](=[O:8])[C:6]2[C:9]([NH:12][C:13]3[CH:18]=[CH:17][CH:16]=[CH:15][CH:14]=3)=[N:10][NH:11][C:5]=2[N:4]=1, predict the reactants needed to synthesize it. The reactants are: [CH3:1][N:2]1[C:7](=[O:8])[C:6]2[C:9]([NH:12][C:13]3[CH:18]=[CH:17][CH:16]=[CH:15][CH:14]=3)=[N:10][NH:11][C:5]=2[NH:4][C:3]1=O.O=P(Cl)(Cl)[Cl:22]. (6) Given the product [Br:1][C:2]1[CH:3]=[C:4]([S:10]([NH:18][C:14]([CH3:17])([CH3:16])[CH3:15])(=[O:13])=[O:11])[C:5]([OH:8])=[N:6][CH:7]=1, predict the reactants needed to synthesize it. The reactants are: [Br:1][C:2]1[CH:3]=[CH:4][C:5]([OH:8])=[N:6][CH:7]=1.Cl[S:10]([OH:13])(=O)=[O:11].[C:14]([NH2:18])([CH3:17])([CH3:16])[CH3:15].C(O)(=O)CC(CC(O)=O)(C(O)=O)O. (7) Given the product [CH3:28][O:27][C:9]1[CH:10]=[C:11]2[C:6](=[CH:7][CH:8]=1)[CH:5]([CH2:3][OH:2])[CH:18]([C:19]1[CH:24]=[CH:23][C:22]([O:25][CH3:26])=[CH:21][CH:20]=1)[CH:17]1[CH:12]2[CH2:13][CH2:14][CH2:15][CH2:16]1, predict the reactants needed to synthesize it. The reactants are: C[O:2][C:3]([CH:5]1[CH:18]([C:19]2[CH:24]=[CH:23][C:22]([O:25][CH3:26])=[CH:21][CH:20]=2)[CH:17]2[CH:12]([CH2:13][CH2:14][CH2:15][CH2:16]2)[C:11]2[C:6]1=[CH:7][CH:8]=[C:9]([O:27][CH3:28])[CH:10]=2)=O.[H-].[Al+3].[Li+].[H-].[H-].[H-].O1CCCC1.[C@H](O)(C([O-])=O)[C@@H](O)C([O-])=O.[Na+].[K+]. (8) Given the product [CH3:32][C:31]([C:28]1[CH:29]=[CH:30][C:25]([C:22]([O:21][CH:1]=[CH2:2])([CH3:24])[CH3:23])=[CH:26][CH:27]=1)([O:33][CH:34]=[CH2:35])[CH3:36], predict the reactants needed to synthesize it. The reactants are: [CH3:1][C:2](C)(C1C=CC(C(C)(C)O)=CC=1)O.C(OC=C)(=O)C.[OH:21][C:22]([C:25]1[CH:30]=[CH:29][C:28]([C:31]([CH3:36])([O:33][CH:34]=[CH2:35])[CH3:32])=[CH:27][CH:26]=1)([CH3:24])[CH3:23]. (9) Given the product [N:1]([C@H:14]([C@H:15]1[O:16][C:17](=[O:21])[C@H:18]([CH3:20])[CH2:19]1)[CH2:13][O:12][CH2:5][C:6]1[CH:11]=[CH:10][CH:9]=[CH:8][CH:7]=1)=[N+:2]=[N-:3], predict the reactants needed to synthesize it. The reactants are: [N-:1]=[N+:2]=[N-:3].[Na+].[CH2:5]([O:12][CH2:13][C@@H:14](OS(C)(=O)=O)[C@@H:15]1[CH2:19][C@@H:18]([CH3:20])[C:17](=[O:21])[O:16]1)[C:6]1[CH:11]=[CH:10][CH:9]=[CH:8][CH:7]=1. (10) The reactants are: [CH3:1][C:2]1[CH:7]=[CH:6][C:5]([C:8]2[C:9]([C:14]#[N:15])=[CH:10][CH:11]=[CH:12][CH:13]=2)=[CH:4][CH:3]=1.[Br:16]N1C(=O)CCC1=O.CC(N=NC(C#N)(C)C)(C#N)C. Given the product [Br:16][CH2:1][C:2]1[CH:3]=[CH:4][C:5]([C:8]2[C:9]([C:14]#[N:15])=[CH:10][CH:11]=[CH:12][CH:13]=2)=[CH:6][CH:7]=1, predict the reactants needed to synthesize it.